This data is from Full USPTO retrosynthesis dataset with 1.9M reactions from patents (1976-2016). The task is: Predict the reactants needed to synthesize the given product. (1) Given the product [Br:1][C:2]1[CH:7]=[C:6]([CH2:8][CH3:9])[CH:5]=[C:4]2[C:3]=1[N:10]=[CH:13][CH:12]=[CH:11]2, predict the reactants needed to synthesize it. The reactants are: [Br:1][C:2]1[CH:7]=[C:6]([CH2:8][CH3:9])[CH:5]=[CH:4][C:3]=1[NH2:10].[CH2:11](O)[CH:12](O)[CH2:13]O.[Na+].[N+](C1C=C(S([O-])(=O)=O)C=CC=1)([O-])=O.[OH-].[Na+]. (2) Given the product [Cl:64][C:38]1[C:39]([CH2:44][O:45][C:46]2[C:54]3[N:53]=[C:52]([O:55][CH3:56])[N:51]([CH2:57][C:58]4[CH:63]=[CH:62][CH:61]=[CH:60][N:59]=4)[C:50]=3[CH:49]=[CH:48][CH:47]=2)=[C:40]([Cl:43])[CH:41]=[CH:42][C:37]=1[N:35]([CH3:36])[C:33](=[O:34])[CH2:32][NH:31][C:18]([CH:15]1[CH2:16][CH2:17][N:13]([CH:10]2[CH2:11][CH2:12][N:8]([C:6]([O:5][C:1]([CH3:2])([CH3:3])[CH3:4])=[O:7])[CH2:9]2)[CH2:14]1)=[O:20], predict the reactants needed to synthesize it. The reactants are: [C:1]([O:5][C:6]([N:8]1[CH2:12][CH2:11][CH:10]([N:13]2[CH2:17][CH2:16][CH:15]([C:18]([OH:20])=O)[CH2:14]2)[CH2:9]1)=[O:7])([CH3:4])([CH3:3])[CH3:2].OC1C2N=NNC=2C=CC=1.[NH2:31][CH2:32][C:33]([N:35]([C:37]1[CH:42]=[CH:41][C:40]([Cl:43])=[C:39]([CH2:44][O:45][C:46]2[C:54]3[N:53]=[C:52]([O:55][CH3:56])[N:51]([CH2:57][C:58]4[CH:63]=[CH:62][CH:61]=[CH:60][N:59]=4)[C:50]=3[CH:49]=[CH:48][CH:47]=2)[C:38]=1[Cl:64])[CH3:36])=[O:34].O. (3) Given the product [CH3:21][O:20][C:18]([C:17]1[CH:22]=[CH:23][CH:24]=[CH:25][C:16]=1[S:15][C:2]1[CH:11]=[CH:10][C:5]([C:6]([O:8][CH3:9])=[O:7])=[CH:4][C:3]=1[N+:12]([O-:14])=[O:13])=[O:19], predict the reactants needed to synthesize it. The reactants are: F[C:2]1[CH:11]=[CH:10][C:5]([C:6]([O:8][CH3:9])=[O:7])=[CH:4][C:3]=1[N+:12]([O-:14])=[O:13].[SH:15][C:16]1[CH:25]=[CH:24][CH:23]=[CH:22][C:17]=1[C:18]([O:20][CH3:21])=[O:19].C([O-])([O-])=O.[Cs+].[Cs+]. (4) Given the product [CH:30]1([C:28]2[S:27][C:22]3[N:23]=[C:24]([CH3:26])[N:25]=[C:20]([CH2:19][N:1]4[CH2:6][CH2:5][S:4](=[O:8])(=[O:7])[CH2:3][CH2:2]4)[C:21]=3[CH:29]=2)[CH2:31][CH2:32][CH2:33][CH2:34][CH2:35]1, predict the reactants needed to synthesize it. The reactants are: [NH:1]1[CH2:6][CH2:5][S:4](=[O:8])(=[O:7])[CH2:3][CH2:2]1.CN(C=O)C.CS(O[CH2:19][C:20]1[C:21]2[CH:29]=[C:28]([CH:30]3[CH2:35][CH2:34][CH2:33][CH2:32][CH2:31]3)[S:27][C:22]=2[N:23]=[C:24]([CH3:26])[N:25]=1)(=O)=O. (5) Given the product [CH3:21][N:12]1[N:13]=[C:14]([C:15]2[CH:20]=[CH:19][CH:18]=[CH:17][CH:16]=2)[C:10]2([CH2:23][CH2:24][CH2:25][NH:8][CH2:9]2)[C:11]1=[O:22], predict the reactants needed to synthesize it. The reactants are: C(OC([N:8]1[CH2:25][CH2:24][CH2:23][C:10]2([C:14]([C:15]3[CH:20]=[CH:19][CH:18]=[CH:17][CH:16]=3)=[N:13][N:12]([CH3:21])[C:11]2=[O:22])[CH2:9]1)=O)(C)(C)C.C(O)(C(F)(F)F)=O. (6) Given the product [F:1][C:2]([F:19])([F:18])[C:3]([F:17])([C:13]([F:16])([F:15])[F:14])[CH2:4][CH:5]([C:9]([F:12])([F:11])[F:10])[CH2:6][CH2:7][S:23][C:24]#[N:25], predict the reactants needed to synthesize it. The reactants are: [F:1][C:2]([F:19])([F:18])[C:3]([F:17])([C:13]([F:16])([F:15])[F:14])[CH2:4][CH:5]([C:9]([F:12])([F:11])[F:10])[CH2:6][CH2:7]I.C(O)C.[S-:23][C:24]#[N:25].[K+].C(O)(=O)C.